Task: Predict the reaction yield, written as a fraction of the theoretical maximum amount of product (1.0 means a 100% yield; for example, 0.34 means a 34% yield).. Dataset: Reaction yield outcomes from USPTO patents with 853,638 reactions The product is [CH3:1][O:2][C:3](=[O:36])[CH2:4][CH2:5][N:6]([C:13]([C:14]1[CH:19]=[CH:18][C:17]2[N:20]([CH3:21])[C:23]([CH2:24][NH:25][C:26]3[CH:27]=[CH:28][C:29]([C:32]#[N:33])=[CH:30][CH:31]=3)=[N:22][C:16]=2[CH:15]=1)=[O:35])[C:7]1[CH:8]=[CH:9][CH:10]=[CH:11][CH:12]=1. The catalyst is C(O)(=O)C. The yield is 0.580. The reactants are [CH3:1][O:2][C:3](=[O:36])[CH2:4][CH2:5][N:6]([C:13](=[O:35])[C:14]1[CH:19]=[CH:18][C:17]([NH:20][CH3:21])=[C:16]([NH:22][C:23](=O)[CH2:24][NH:25][C:26]2[CH:31]=[CH:30][C:29]([C:32]#[N:33])=[CH:28][CH:27]=2)[CH:15]=1)[C:7]1[CH:12]=[CH:11][CH:10]=[CH:9][CH:8]=1.